From a dataset of Reaction yield outcomes from USPTO patents with 853,638 reactions. Predict the reaction yield, written as a fraction of the theoretical maximum amount of product (1.0 means a 100% yield; for example, 0.34 means a 34% yield). (1) The reactants are Br[C:2]1[CH:21]=[CH:20][C:5]([O:6][CH2:7][C:8]([N:11]([CH3:19])C(=O)OC(C)(C)C)([CH3:10])[CH3:9])=[CH:4][CH:3]=1.[CH3:22][C:23]1([CH3:38])[C:27]([CH3:29])([CH3:28])[O:26][B:25](B2OC(C)(C)C(C)O2)[O:24]1.C([O-])(=O)C.[K+]. The catalyst is O1CCOCC1. The product is [CH3:10][C:8]([NH:11][CH3:19])([CH3:9])[CH2:7][O:6][C:5]1[CH:4]=[CH:3][C:2]([B:25]2[O:26][C:27]([CH3:29])([CH3:28])[C:23]([CH3:38])([CH3:22])[O:24]2)=[CH:21][CH:20]=1. The yield is 0.420. (2) The reactants are [OH:1][C:2]1[CH:9]=[CH:8][C:5]([CH:6]=[O:7])=[CH:4][CH:3]=1.[CH2:10]([N:17]1[CH2:22][CH2:21][NH:20][CH2:19][CH2:18]1)[C:11]1[CH:16]=[CH:15][CH:14]=[CH:13][CH:12]=1.[CH2:23]=O. The catalyst is CCO. The product is [CH2:10]([N:17]1[CH2:22][CH2:21][N:20]([CH2:23][C:3]2[CH:4]=[C:5]([CH:8]=[CH:9][C:2]=2[OH:1])[CH:6]=[O:7])[CH2:19][CH2:18]1)[C:11]1[CH:12]=[CH:13][CH:14]=[CH:15][CH:16]=1. The yield is 0.660. (3) The reactants are Br[C:2]1[CH:3]=[C:4]([C:8]([NH:10][CH2:11][C:12]2[CH:17]=[CH:16][CH:15]=[CH:14][CH:13]=2)=[O:9])[CH:5]=[N:6][CH:7]=1.[B:18]1([B:18]2[O:22][C:21]([CH3:24])([CH3:23])[C:20]([CH3:26])([CH3:25])[O:19]2)[O:22][C:21]([CH3:24])([CH3:23])[C:20]([CH3:26])([CH3:25])[O:19]1. No catalyst specified. The product is [C:12]1([CH2:11][NH:10][C:8]([C:4]2[CH:5]=[N:6][CH:7]=[C:2]([B:18]3[O:22][C:21]([CH3:24])([CH3:23])[C:20]([CH3:26])([CH3:25])[O:19]3)[CH:3]=2)=[O:9])[CH:17]=[CH:16][CH:15]=[CH:14][CH:13]=1. The yield is 0.490. (4) The reactants are [CH2:1]([C@@H:8]1[CH2:12][O:11][C:10](=[O:13])[N:9]1[C:14](=[O:19])[CH2:15][CH:16]([CH3:18])[CH3:17])[C:2]1[CH:7]=[CH:6][CH:5]=[CH:4][CH:3]=1.CCN(C(C)C)C(C)C.Cl[CH2:30][O:31][CH2:32][C:33]1[CH:38]=[CH:37][CH:36]=[CH:35][CH:34]=1. The catalyst is C(Cl)Cl.Cl[Ti](Cl)(Cl)Cl. The product is [CH2:1]([C@@H:8]1[CH2:12][O:11][C:10](=[O:13])[N:9]1[C:14](=[O:19])[C@H:15]([CH2:30][O:31][CH2:32][C:33]1[CH:38]=[CH:37][CH:36]=[CH:35][CH:34]=1)[CH:16]([CH3:17])[CH3:18])[C:2]1[CH:3]=[CH:4][CH:5]=[CH:6][CH:7]=1. The yield is 0.500. (5) The reactants are [NH2:1][C:2]1[CH:10]=[CH:9][C:5]2[N:6]=[CH:7][S:8][C:4]=2[CH:3]=1.[Br:11]Br.CCOC(C)=O.CCCCCC. The catalyst is CC(O)=O.CCOC(C)=O. The product is [Br:11][C:3]1[C:4]2[S:8][CH:7]=[N:6][C:5]=2[CH:9]=[CH:10][C:2]=1[NH2:1]. The yield is 0.800. (6) The reactants are Cl.[NH2:2][C@@H:3]([CH2:7][O:8][CH3:9])[C:4]([OH:6])=[O:5].[OH-].[Na+].Cl[C:13]([O:15][CH3:16])=[O:14].Cl. The catalyst is C1COCC1. The product is [CH3:9][O:8][CH2:7][C@H:3]([NH:2][C:13]([O:15][CH3:16])=[O:14])[C:4]([OH:6])=[O:5]. The yield is 0.560. (7) The reactants are [C:1]([O:5][C:6]([N:8]1[CH2:12][CH2:11][C@H:10]([CH:13](C(O)=O)[C:14]([OH:16])=[O:15])[CH2:9]1)=[O:7])([CH3:4])([CH3:3])[CH3:2]. The catalyst is C1(C)C=CC=CC=1.CS(C)=O.CC(OC)(C)C. The product is [C:1]([O:5][C:6]([N:8]1[CH2:12][CH2:11][C@H:10]([CH2:13][C:14]([OH:16])=[O:15])[CH2:9]1)=[O:7])([CH3:4])([CH3:2])[CH3:3]. The yield is 0.920. (8) The reactants are [CH2:1]([C:4]1[CH:13]=[CH:12][C:11]2[CH2:10][CH2:9][CH2:8][CH2:7][C:6]=2[C:5]=1[OH:14])[CH:2]=[CH2:3].C(=O)([O-])[O-].[K+].[K+].[CH2:21](Br)[C:22]1[CH:27]=[CH:26][CH:25]=[CH:24][CH:23]=1.C(OC1C2CCCC=2C=CC=1CC=C)C1C=CC=CC=1. The catalyst is [I-].C([N+](CCCC)(CCCC)CCCC)CCC. The product is [CH2:21]([O:14][C:5]1[C:6]2[CH2:7][CH2:8][CH2:9][CH2:10][C:11]=2[CH:12]=[CH:13][C:4]=1[CH2:1][CH:2]=[CH2:3])[C:22]1[CH:27]=[CH:26][CH:25]=[CH:24][CH:23]=1. The yield is 0.880.